This data is from Peptide-MHC class I binding affinity with 185,985 pairs from IEDB/IMGT. The task is: Regression. Given a peptide amino acid sequence and an MHC pseudo amino acid sequence, predict their binding affinity value. This is MHC class I binding data. (1) The peptide sequence is YITDYSNDI. The MHC is HLA-A24:03 with pseudo-sequence HLA-A24:03. The binding affinity (normalized) is 0.0847. (2) The peptide sequence is YTAVVPLVY. The MHC is HLA-A24:02 with pseudo-sequence HLA-A24:02. The binding affinity (normalized) is 0.0202. (3) The peptide sequence is EFKQILTDF. The MHC is HLA-A02:06 with pseudo-sequence HLA-A02:06. The binding affinity (normalized) is 0.0847. (4) The peptide sequence is YQIGLFRV. The MHC is H-2-Kb with pseudo-sequence H-2-Kb. The binding affinity (normalized) is 0.0735. (5) The peptide sequence is WMAETTLGRV. The MHC is HLA-A02:01 with pseudo-sequence HLA-A02:01. The binding affinity (normalized) is 0.475. (6) The peptide sequence is ILKEPVHGV. The MHC is HLA-A33:01 with pseudo-sequence HLA-A33:01. The binding affinity (normalized) is 0. (7) The peptide sequence is QLAKLMATL. The MHC is HLA-A02:02 with pseudo-sequence HLA-A02:02. The binding affinity (normalized) is 0.967. (8) The peptide sequence is LEASISGKY. The MHC is HLA-A29:02 with pseudo-sequence HLA-A29:02. The binding affinity (normalized) is 0.149.